From a dataset of Catalyst prediction with 721,799 reactions and 888 catalyst types from USPTO. Predict which catalyst facilitates the given reaction. (1) Product: [C:18]1([S:24]([N:12]2[C:8]3[N:9]=[CH:10][N:11]=[C:6]([CH:1]4[CH2:2][CH2:3][CH2:4][CH2:5]4)[C:7]=3[C:14]([I:15])=[CH:13]2)(=[O:26])=[O:25])[CH:23]=[CH:22][CH:21]=[CH:20][CH:19]=1. Reactant: [CH:1]1([C:6]2[C:7]3[C:14]([I:15])=[CH:13][NH:12][C:8]=3[N:9]=[CH:10][N:11]=2)[CH2:5][CH2:4][CH2:3][CH2:2]1.[H-].[Na+].[C:18]1([S:24](Cl)(=[O:26])=[O:25])[CH:23]=[CH:22][CH:21]=[CH:20][CH:19]=1. The catalyst class is: 7. (2) Reactant: [Cl:1][C:2]1[CH:3]=[C:4]([C:10]2[CH:14]=[CH:13][N:12]([CH2:15][CH2:16][NH:17][C:18]([C:20]3[N:21]=[CH:22][C:23]([C:26]([OH:28])=O)=[N:24][CH:25]=3)=[O:19])[N:11]=2)[CH:5]=[CH:6][C:7]=1[C:8]#[N:9].Cl.CN(C)CCCN=C=NCC.C1C=CC2N(O)N=NC=2C=1.[NH:51]1[CH2:56][CH2:55][O:54][CH2:53][CH2:52]1. Product: [Cl:1][C:2]1[CH:3]=[C:4]([C:10]2[CH:14]=[CH:13][N:12]([CH2:15][CH2:16][NH:17][C:18]([C:20]3[CH:25]=[N:24][C:23]([C:26]([N:51]4[CH2:56][CH2:55][O:54][CH2:53][CH2:52]4)=[O:28])=[CH:22][N:21]=3)=[O:19])[N:11]=2)[CH:5]=[CH:6][C:7]=1[C:8]#[N:9]. The catalyst class is: 2. (3) Reactant: [C:1]([O:5][C:6](=[O:22])[CH2:7][CH2:8][N:9]1[CH2:14][CH2:13][O:12][CH:11]([C:15]2[CH:20]=[CH:19][C:18]([OH:21])=[CH:17][CH:16]=2)[CH2:10]1)([CH3:4])([CH3:3])[CH3:2].[CH3:23][C:24]1[CH:31]=[CH:30][CH:29]=[C:28]([CH3:32])[C:25]=1[CH2:26]O.CC(OC(/N=N/C(OC(C)C)=O)=O)C.C1(P(C2C=CC=CC=2)C2C=CC=CC=2)C=CC=CC=1. Product: [C:1]([O:5][C:6](=[O:22])[CH2:7][CH2:8][N:9]1[CH2:14][CH2:13][O:12][CH:11]([C:15]2[CH:16]=[CH:17][C:18]([O:21][CH2:26][C:25]3[C:28]([CH3:32])=[CH:29][CH:30]=[CH:31][C:24]=3[CH3:23])=[CH:19][CH:20]=2)[CH2:10]1)([CH3:4])([CH3:2])[CH3:3]. The catalyst class is: 1. (4) Reactant: [Br:1][C:2]1[CH:7]=[CH:6][C:5](N)=[CH:4][CH:3]=1.N([O-])=O.[Na+].[CH3:13][O:14][C:15](=[O:18])[CH2:16][SH:17].C(=O)([O-])O.[Na+]. Product: [CH3:13][O:14][C:15](=[O:18])[CH2:16][S:17][C:5]1[CH:6]=[CH:7][C:2]([Br:1])=[CH:3][CH:4]=1. The catalyst class is: 209. (5) Reactant: [Cl:1][C:2]1[CH:3]=[C:4]([N:9]2[CH2:14][CH2:13][N:12]([CH2:15][CH2:16][CH2:17]O)[CH2:11][CH2:10]2)[CH:5]=[CH:6][C:7]=1[Cl:8].C1C=CC(P(C2C=CC=CC=2)C2C=CC=CC=2)=CC=1.N1C=CN=C1.[I:43]I. Product: [Cl:1][C:2]1[CH:3]=[C:4]([N:9]2[CH2:14][CH2:13][N:12]([CH2:15][CH2:16][CH2:17][I:43])[CH2:11][CH2:10]2)[CH:5]=[CH:6][C:7]=1[Cl:8]. The catalyst class is: 2. (6) Reactant: [N:1]([CH2:4][S:5]([CH3:8])(=[O:7])=[O:6])=[C:2]=[O:3].[N+:9](=[C:11]1[C:15]([CH:16]=[CH:17][C:18]2[CH:25]=[CH:24][C:21]([C:22]#[N:23])=[CH:20][CH:19]=2)=[N:14][CH:13]=[N:12]1)=[N-:10]. Product: [CH3:8][S:5]([CH2:4][N:1]1[C:2](=[O:3])[N:12]2[CH:13]=[N:14][C:15](/[CH:16]=[CH:17]/[C:18]3[CH:25]=[CH:24][C:21]([C:22]#[N:23])=[CH:20][CH:19]=3)=[C:11]2[N:9]=[N:10]1)(=[O:7])=[O:6]. The catalyst class is: 16. (7) Reactant: C([Li])CCC.CCCCCC.[CH2:12]([O:16][C:17]1[C:25]2[CH:24]=[CH:23][S:22][C:21]=2[CH:20]=[CH:19][CH:18]=1)[CH:13]([CH3:15])[CH3:14].[C:26](=[O:28])=[O:27]. Product: [CH2:12]([O:16][C:17]1[C:25]2[CH:24]=[C:23]([C:26]([OH:28])=[O:27])[S:22][C:21]=2[CH:20]=[CH:19][CH:18]=1)[CH:13]([CH3:15])[CH3:14]. The catalyst class is: 27.